Predict which catalyst facilitates the given reaction. From a dataset of Catalyst prediction with 721,799 reactions and 888 catalyst types from USPTO. Reactant: CCCC[N+](CCCC)(CCCC)CCCC.[F-].[Si]([O:26][C@@H:27]([CH3:52])[CH2:28][O:29][NH:30][C:31]([C:33]1[N:41]([CH3:42])[C:40]2[CH:39]=[CH:38][N:37]=[CH:36][C:35]=2[C:34]=1[NH:43][C:44]1[CH:49]=[CH:48][C:47]([I:50])=[CH:46][C:45]=1[F:51])=[O:32])(C(C)(C)C)(C)C. Product: [OH:26][C@@H:27]([CH3:52])[CH2:28][O:29][NH:30][C:31]([C:33]1[N:41]([CH3:42])[C:40]2[CH:39]=[CH:38][N:37]=[CH:36][C:35]=2[C:34]=1[NH:43][C:44]1[CH:49]=[CH:48][C:47]([I:50])=[CH:46][C:45]=1[F:51])=[O:32]. The catalyst class is: 1.